This data is from NCI-60 drug combinations with 297,098 pairs across 59 cell lines. The task is: Regression. Given two drug SMILES strings and cell line genomic features, predict the synergy score measuring deviation from expected non-interaction effect. (1) Drug 1: C(CC(=O)O)C(=O)CN.Cl. Drug 2: C1=NNC2=C1C(=O)NC=N2. Cell line: HOP-92. Synergy scores: CSS=9.11, Synergy_ZIP=-3.44, Synergy_Bliss=-0.102, Synergy_Loewe=2.49, Synergy_HSA=1.76. (2) Drug 1: CS(=O)(=O)C1=CC(=C(C=C1)C(=O)NC2=CC(=C(C=C2)Cl)C3=CC=CC=N3)Cl. Drug 2: COC1=C2C(=CC3=C1OC=C3)C=CC(=O)O2. Cell line: HCC-2998. Synergy scores: CSS=2.41, Synergy_ZIP=0.144, Synergy_Bliss=8.25, Synergy_Loewe=3.59, Synergy_HSA=4.45. (3) Drug 1: CC1=C2C(C(=O)C3(C(CC4C(C3C(C(C2(C)C)(CC1OC(=O)C(C(C5=CC=CC=C5)NC(=O)C6=CC=CC=C6)O)O)OC(=O)C7=CC=CC=C7)(CO4)OC(=O)C)O)C)OC(=O)C. Drug 2: CC(C)NC(=O)C1=CC=C(C=C1)CNNC.Cl. Cell line: TK-10. Synergy scores: CSS=7.31, Synergy_ZIP=-1.90, Synergy_Bliss=4.64, Synergy_Loewe=-14.7, Synergy_HSA=-1.54. (4) Synergy scores: CSS=13.1, Synergy_ZIP=-6.87, Synergy_Bliss=-1.40, Synergy_Loewe=0.269, Synergy_HSA=1.35. Cell line: SN12C. Drug 2: CS(=O)(=O)OCCCCOS(=O)(=O)C. Drug 1: CCN(CC)CCNC(=O)C1=C(NC(=C1C)C=C2C3=C(C=CC(=C3)F)NC2=O)C. (5) Drug 1: CCC1=C2CN3C(=CC4=C(C3=O)COC(=O)C4(CC)O)C2=NC5=C1C=C(C=C5)O. Drug 2: CN(CCCl)CCCl.Cl. Cell line: MALME-3M. Synergy scores: CSS=20.3, Synergy_ZIP=-6.40, Synergy_Bliss=1.19, Synergy_Loewe=-0.425, Synergy_HSA=3.88.